Dataset: Catalyst prediction with 721,799 reactions and 888 catalyst types from USPTO. Task: Predict which catalyst facilitates the given reaction. (1) Reactant: [NH2:1][C:2]1[C:3]([CH2:12][CH3:13])=[C:4]([CH:9]=[CH:10][CH:11]=1)[C:5](OC)=[O:6].[H-].[Al+3].[Li+].[H-].[H-].[H-].O. Product: [NH2:1][C:2]1[C:3]([CH2:12][CH3:13])=[C:4]([CH2:5][OH:6])[CH:9]=[CH:10][CH:11]=1. The catalyst class is: 1. (2) Reactant: [CH3:1][O:2][C@H:3]1[CH2:8][CH2:7][N:6](C(OC(C)(C)C)=O)[C@@H:5]([CH3:16])[CH2:4]1.[ClH:17]. Product: [ClH:17].[CH3:1][O:2][C@H:3]1[CH2:8][CH2:7][NH:6][C@@H:5]([CH3:16])[CH2:4]1. The catalyst class is: 135.